From a dataset of Reaction yield outcomes from USPTO patents with 853,638 reactions. Predict the reaction yield, written as a fraction of the theoretical maximum amount of product (1.0 means a 100% yield; for example, 0.34 means a 34% yield). The catalyst is O1CCOCC1. The product is [F:35][C:29]1[CH:30]=[CH:31][CH:32]=[C:33]([F:34])[C:28]=1[C:27]([NH:26][C:22]1[CH:23]=[CH:24][CH:25]=[C:20]([C:9]2[N:10]=[C:11]([N:13]3[CH2:18][CH2:17][N:16]([CH3:19])[CH2:15][CH2:14]3)[S:12][C:8]=2[C:6]2[CH:5]=[CH:4][N:3]=[C:2]([NH:53][C:49]3[CH:50]=[CH:51][CH:52]=[C:47]([CH2:46][N:41]4[CH2:42][CH2:43][CH2:44][CH2:45]4)[CH:48]=3)[N:7]=2)[CH:21]=1)=[O:36]. The reactants are Cl[C:2]1[N:7]=[C:6]([C:8]2[S:12][C:11]([N:13]3[CH2:18][CH2:17][N:16]([CH3:19])[CH2:15][CH2:14]3)=[N:10][C:9]=2[C:20]2[CH:21]=[C:22]([NH:26][C:27](=[O:36])[C:28]3[C:33]([F:34])=[CH:32][CH:31]=[CH:30][C:29]=3[F:35])[CH:23]=[CH:24][CH:25]=2)[CH:5]=[CH:4][N:3]=1.CC(O)C.[N:41]1([CH2:46][C:47]2[CH:48]=[C:49]([NH2:53])[CH:50]=[CH:51][CH:52]=2)[CH2:45][CH2:44][CH2:43][CH2:42]1.Cl. The yield is 0.700.